Dataset: Catalyst prediction with 721,799 reactions and 888 catalyst types from USPTO. Task: Predict which catalyst facilitates the given reaction. (1) Product: [CH3:23][CH:21]([S:18]([NH:17][CH2:16][CH:15]([O:14][C:13]1[CH:25]=[CH:26][C:10]([C:7]2[CH:6]=[CH:5][C:4]([CH2:3][NH:2][S:36]([C:35]([F:41])([F:40])[F:34])(=[O:38])=[O:37])=[CH:9][CH:8]=2)=[CH:11][CH:12]=1)[CH3:24])(=[O:20])=[O:19])[CH3:22]. The catalyst class is: 2. Reactant: Cl.[NH2:2][CH2:3][C:4]1[CH:9]=[CH:8][C:7]([C:10]2[CH:26]=[CH:25][C:13]([O:14][CH:15]([CH3:24])[CH2:16][NH:17][S:18]([CH:21]([CH3:23])[CH3:22])(=[O:20])=[O:19])=[CH:12][CH:11]=2)=[CH:6][CH:5]=1.C(N(CC)CC)C.[F:34][C:35]([F:41])([F:40])[S:36](Cl)(=[O:38])=[O:37]. (2) Reactant: [F:1][C:2]1[CH:11]=[CH:10][C:5]([C:6]([O:8][CH3:9])=[O:7])=[CH:4][C:3]=1[CH3:12].[Br:13]N1C(=O)CCC1=O.CC(N=NC(C#N)(C)C)(C#N)C. Product: [CH3:9][O:8][C:6](=[O:7])[C:5]1[CH:10]=[CH:11][C:2]([F:1])=[C:3]([CH2:12][Br:13])[CH:4]=1. The catalyst class is: 53. (3) Reactant: [F:1][C:2]([F:23])([F:22])[C@@H:3]([OH:21])[CH2:4][N:5]1[CH2:10][CH2:9][O:8][CH:7]([C:11]2[CH:16]=[CH:15][C:14]([C:17]([F:20])([F:19])[F:18])=[CH:13][CH:12]=2)[CH2:6]1.[Cl:24][C:25]1[CH:30]=[CH:29][C:28]([N:31]=[C:32]=[O:33])=[CH:27][CH:26]=1.Cl. Product: [ClH:24].[F:23][C:2]([F:1])([F:22])[C@@H:3]([O:21][C:32](=[O:33])[NH:31][C:28]1[CH:29]=[CH:30][C:25]([Cl:24])=[CH:26][CH:27]=1)[CH2:4][N:5]1[CH2:10][CH2:9][O:8][C@H:7]([C:11]2[CH:12]=[CH:13][C:14]([C:17]([F:18])([F:19])[F:20])=[CH:15][CH:16]=2)[CH2:6]1. The catalyst class is: 10. (4) The catalyst class is: 16. Reactant: [Cl:1][C:2]1[CH:3]=[C:4]2[C:9](=[CH:10][C:11]=1[C:12](O)=[O:13])[N:8]=[CH:7][N:6]=[C:5]2[NH:15][CH:16]([C:18]1[NH:22][C:21]2[CH:23]=[CH:24][C:25]([Cl:27])=[CH:26][C:20]=2[N:19]=1)[CH3:17].FC1C(OC(N(C)C)=[N+](C)C)=C(F)C(F)=C(F)C=1F.F[P-](F)(F)(F)(F)F.C(N(C(C)C)CC)(C)C.[CH3:63][N:64]([CH3:73])[CH2:65][CH2:66][CH:67]1[CH2:72][CH2:71][CH2:70][CH2:69][NH:68]1. Product: [Cl:1][C:2]1[CH:3]=[C:4]2[C:9](=[CH:10][C:11]=1[C:12]([N:68]1[CH2:69][CH2:70][CH2:71][CH2:72][CH:67]1[CH2:66][CH2:65][N:64]([CH3:63])[CH3:73])=[O:13])[N:8]=[CH:7][N:6]=[C:5]2[NH:15][CH:16]([C:18]1[NH:22][C:21]2[CH:23]=[CH:24][C:25]([Cl:27])=[CH:26][C:20]=2[N:19]=1)[CH3:17]. (5) Reactant: [N:1]1([C@@H:7]2[CH2:11][CH2:10][N:9]([C:12]3[S:13][C:14]4[CH:20]=[C:19]([C:21]([OH:23])=O)[CH:18]=[CH:17][C:15]=4[N:16]=3)[CH2:8]2)[CH2:6][CH2:5][CH2:4][CH2:3][CH2:2]1.[NH:24]1[CH2:29][CH2:28][O:27][CH2:26][CH2:25]1.F[P-](F)(F)(F)(F)F.N1(OC(N(C)C)=[N+](C)C)C2N=CC=CC=2N=N1.C(N(CC)CC)C. Product: [O:27]1[CH2:28][CH2:29][N:24]([C:21]([C:19]2[CH:18]=[CH:17][C:15]3[N:16]=[C:12]([N:9]4[CH2:10][CH2:11][C@@H:7]([N:1]5[CH2:2][CH2:3][CH2:4][CH2:5][CH2:6]5)[CH2:8]4)[S:13][C:14]=3[CH:20]=2)=[O:23])[CH2:25][CH2:26]1. The catalyst class is: 4. (6) Reactant: [CH3:1][C:2]1([CH3:9])[O:6][CH:5]([CH2:7][OH:8])[CH2:4][O:3]1.[H-].[Na+].Cl[C:13]1[CH:18]=[C:17]([CH3:19])[N:16]=[C:15]([NH2:20])[N:14]=1.O. Product: [CH3:1][C:2]1([CH3:9])[O:6][CH:5]([CH2:7][O:8][C:13]2[CH:18]=[C:17]([CH3:19])[N:16]=[C:15]([NH2:20])[N:14]=2)[CH2:4][O:3]1. The catalyst class is: 1. (7) Reactant: C([O:9][CH2:10][C@@H:11]1[C@@H:15]([O:16]C(=O)C2C=CC=CC=2)[C@:14]([F:26])([CH3:25])[C@H:13]([N:27]2[C:31]3[N:32]=[CH:33][N:34]=[C:35](Cl)[C:30]=3[C:29]([Br:37])=[CH:28]2)[O:12]1)(=O)C1C=CC=CC=1.C([O:46][CH2:47][C@@H:48]1[C@@H:52]([O:53]C(=O)C2C=CC=CC=2)[C@:51]([F:63])([CH3:62])[C@@H:50]([N:64]2[C:68]3[N:69]=[CH:70][N:71]=[C:72](Cl)[C:67]=3[C:66]([Br:74])=[CH:65]2)[O:49]1)(=O)C1C=CC=CC=1.[NH3:75]. Product: [NH2:64][C:35]1[C:30]2[C:29]([Br:37])=[CH:28][N:27]([C@H:13]3[O:12][C@H:11]([CH2:10][OH:9])[C@@H:15]([OH:16])[C@:14]3([F:26])[CH3:25])[C:31]=2[N:32]=[CH:33][N:34]=1.[NH2:75][C:72]1[C:67]2[C:66]([Br:74])=[CH:65][N:64]([C@@H:50]3[O:49][C@H:48]([CH2:47][OH:46])[C@@H:52]([OH:53])[C@:51]3([F:63])[CH3:62])[C:68]=2[N:69]=[CH:70][N:71]=1. The catalyst class is: 12.